Dataset: Catalyst prediction with 721,799 reactions and 888 catalyst types from USPTO. Task: Predict which catalyst facilitates the given reaction. (1) Reactant: [CH2:1]([O:3][C:4]1[CH:5]=[C:6]([CH:26]=[C:27]([O:30][CH2:31][CH3:32])[C:28]=1F)[CH2:7][N:8]1[CH2:13][CH2:12][CH:11]([NH:14][C:15](=[O:25])[C:16]2[CH:21]=[C:20]([O:22][CH3:23])[CH:19]=[C:18]([OH:24])[CH:17]=2)[CH2:10][CH2:9]1)[CH3:2].C(OC(=O)C1C=C(OCC)C([Cl:46])=C(OCC)C=1)C.ClC1C(OCC)=CC(CN2CCC(NC(=O)C3C=C(OC)C=C(CO)C=3)CC2)=CC=1OCC.C([BH3-])#N.[Na+].C(N(C(C)C)C(C)C)C. Product: [Cl:46][C:28]1[C:4]([O:3][CH2:1][CH3:2])=[CH:5][C:6]([CH2:7][N:8]2[CH2:13][CH2:12][CH:11]([NH:14][C:15](=[O:25])[C:16]3[CH:21]=[C:20]([O:22][CH3:23])[CH:19]=[C:18]([OH:24])[CH:17]=3)[CH2:10][CH2:9]2)=[CH:26][C:27]=1[O:30][CH2:31][CH3:32]. The catalyst class is: 212. (2) Reactant: C[O:2][C:3]([C:5]1([C:11]2[CH:16]=[CH:15][C:14]([NH:17][C:18]([C:20]3[NH:21][CH:22]=[C:23]([C:25]#[N:26])[N:24]=3)=[O:19])=[C:13]([C:27]3[CH2:32][CH2:31][C:30]([CH3:34])([CH3:33])[CH2:29][CH:28]=3)[CH:12]=2)[CH2:10][CH2:9][O:8][CH2:7][CH2:6]1)=[O:4].[OH-].[Na+].O. Product: [C:25]([C:23]1[N:24]=[C:20]([C:18]([NH:17][C:14]2[CH:15]=[CH:16][C:11]([C:5]3([C:3]([OH:4])=[O:2])[CH2:6][CH2:7][O:8][CH2:9][CH2:10]3)=[CH:12][C:13]=2[C:27]2[CH2:32][CH2:31][C:30]([CH3:34])([CH3:33])[CH2:29][CH:28]=2)=[O:19])[NH:21][CH:22]=1)#[N:26]. The catalyst class is: 36. (3) Reactant: [Cl:1][C:2]1[N:7]=[C:6](Cl)[CH:5]=[CH:4][N:3]=1.[S:9]1[CH:13]=[CH:12][CH:11]=[C:10]1B(O)O.C([O-])([O-])=O.[Cs+].[Cs+]. Product: [Cl:1][C:2]1[N:7]=[C:6]([C:10]2[S:9][CH:13]=[CH:12][CH:11]=2)[CH:5]=[CH:4][N:3]=1. The catalyst class is: 77. (4) Reactant: [OH-].[Na+].[C:3]([O:7][C:8]([N:10]1[CH2:15][CH2:14][CH:13]([O:16][CH2:17][C:18]([O:20]CC)=[O:19])[CH2:12][CH2:11]1)=[O:9])([CH3:6])([CH3:5])[CH3:4]. Product: [C:3]([O:7][C:8]([N:10]1[CH2:11][CH2:12][CH:13]([O:16][CH2:17][C:18]([OH:20])=[O:19])[CH2:14][CH2:15]1)=[O:9])([CH3:6])([CH3:4])[CH3:5]. The catalyst class is: 92. (5) Reactant: O.C([Li])(CC)C.[CH2:7]=[CH:8][C:9]1[CH:14]=[CH:13][CH:12]=[CH:11][CH:10]=1.[CH3:15][C:16]([CH3:24])=[CH:17][CH2:18][CH2:19][C:20]([CH:22]=[CH2:23])=[CH2:21]. Product: [CH2:7]=[CH:8][C:9]1[CH:14]=[CH:13][CH:12]=[CH:11][CH:10]=1.[CH3:15][C:16]([CH3:24])=[CH:17][CH2:18][CH2:19][C:20]([CH:22]=[CH2:23])=[CH2:21]. The catalyst class is: 244. (6) Reactant: FC(F)(F)C(O)=O.[CH:8]1([CH2:11][CH2:12][O:13][C:14]2[NH:15][C:16]([NH2:25])=[C:17]3[C:21]([N:22]=2)=[N:20][C:19]([O:23][CH3:24])=[N:18]3)[CH2:10][CH2:9]1.C(=O)([O-])[O-].[K+].[K+].CS(O[CH2:37][CH:38]1[CH2:42][CH2:41][O:40][CH2:39]1)(=O)=O. Product: [CH:8]1([CH2:11][CH2:12][O:13][C:14]2[N:22]=[C:21]3[C:17]([N:18]=[C:19]([O:23][CH3:24])[N:20]3[CH2:37][CH:38]3[CH2:42][CH2:41][O:40][CH2:39]3)=[C:16]([NH2:25])[N:15]=2)[CH2:10][CH2:9]1. The catalyst class is: 3. (7) Reactant: [NH:1]1[C:5]2=[N:6][CH:7]=[N:8][C:9]([NH2:10])=[C:4]2[CH:3]=[N:2]1.C1C(=O)N([I:18])C(=O)C1.C(=O)(O)[O-].[Na+]. Product: [I:18][C:3]1[C:4]2[C:5](=[N:6][CH:7]=[N:8][C:9]=2[NH2:10])[NH:1][N:2]=1. The catalyst class is: 3. (8) Reactant: [Cl:1][C:2]1[CH:3]=[CH:4][C:5]([O:31][CH:32]([F:34])[F:33])=[C:6]([C:8]2[C:12]([NH:13][C:14]([C:16]3[CH:17]=[N:18][N:19]4[CH:24]=[CH:23][CH:22]=[N:21][C:20]=34)=[O:15])=[CH:11][N:10]([CH:25]3[CH2:30][CH2:29][NH:28][CH2:27][CH2:26]3)[N:9]=2)[CH:7]=1.[C:35]([O:39][C:40](=[O:46])[NH:41][CH2:42][CH2:43][CH2:44]Br)([CH3:38])([CH3:37])[CH3:36].C(=O)([O-])[O-].[K+].[K+]. Product: [C:35]([O:39][C:40](=[O:46])[NH:41][CH2:42][CH2:43][CH2:44][N:28]1[CH2:27][CH2:26][CH:25]([N:10]2[CH:11]=[C:12]([NH:13][C:14]([C:16]3[CH:17]=[N:18][N:19]4[CH:24]=[CH:23][CH:22]=[N:21][C:20]=34)=[O:15])[C:8]([C:6]3[CH:7]=[C:2]([Cl:1])[CH:3]=[CH:4][C:5]=3[O:31][CH:32]([F:33])[F:34])=[N:9]2)[CH2:30][CH2:29]1)([CH3:38])([CH3:37])[CH3:36]. The catalyst class is: 18. (9) Reactant: [N+:1]([C:4]1[CH:9]=[C:8]([N+:10]([O-:12])=[O:11])[CH:7]=[CH:6][C:5]=1[NH:13][CH2:14][CH2:15][CH:16]1[CH2:20][CH2:19][CH2:18][N:17]1[CH3:21])([O-])=O.O.Cl. Product: [CH3:21][N:17]1[CH2:18][CH2:19][CH2:20][CH:16]1[CH2:15][CH2:14][NH:13][C:5]1[C:4]([NH2:1])=[CH:9][C:8]([N+:10]([O-:12])=[O:11])=[CH:7][CH:6]=1. The catalyst class is: 14.